Dataset: Forward reaction prediction with 1.9M reactions from USPTO patents (1976-2016). Task: Predict the product of the given reaction. (1) Given the reactants [N:1]([C@H:4]([CH3:22])[CH2:5][CH2:6][CH2:7][CH2:8][N:9]1[C:18](=[O:19])[C:17]2[N:16]([CH3:20])[CH:15]=[N:14][C:13]=2[N:12]([CH3:21])[C:10]1=[O:11])=[N+]=[N-].[H][H], predict the reaction product. The product is: [NH2:1][C@H:4]([CH3:22])[CH2:5][CH2:6][CH2:7][CH2:8][N:9]1[C:18](=[O:19])[C:17]2[N:16]([CH3:20])[CH:15]=[N:14][C:13]=2[N:12]([CH3:21])[C:10]1=[O:11]. (2) Given the reactants [CH2:1]([N:8]1[C:12]([NH2:13])=[CH:11][CH:10]=[N:9]1)[C:2]1[CH:7]=[CH:6][CH:5]=[CH:4][CH:3]=1.[CH2:14]([O:16][C:17](=[O:28])[C:18](=[CH:24]OCC)[C:19]([O:21][CH2:22][CH3:23])=[O:20])[CH3:15], predict the reaction product. The product is: [CH2:14]([O:16][C:17](=[O:28])[C:18](=[CH:24][NH:13][C:12]1[N:8]([CH2:1][C:2]2[CH:3]=[CH:4][CH:5]=[CH:6][CH:7]=2)[N:9]=[CH:10][CH:11]=1)[C:19]([O:21][CH2:22][CH3:23])=[O:20])[CH3:15]. (3) Given the reactants [C:1]1(C)C=CC=CC=1.N1CCCCC1.[C:14]1([C:20]2[CH:21]=[C:22]([C:28]3[CH:29]=[C:30]4[C:35](=[CH:36][CH:37]=3)[CH:34]=[C:33](C=O)[CH:32]=[CH:31]4)[CH:23]=[CH:24][C:25]=2[O:26][CH3:27])[CH:19]=[CH:18][CH:17]=[CH:16][CH:15]=1.[S:40]=[C:41]1[NH:45][C:44](=[O:46])[CH2:43][S:42]1, predict the reaction product. The product is: [C:14]1([C:20]2[CH:21]=[C:22]([C:28]3[CH:29]=[C:30]4[C:35](=[CH:36][CH:37]=3)[CH:34]=[C:33]([N:45]3[C:44](=[O:46])[C:43](=[CH2:1])[S:42][C:41]3=[S:40])[CH:32]=[CH:31]4)[CH:23]=[CH:24][C:25]=2[O:26][CH3:27])[CH:15]=[CH:16][CH:17]=[CH:18][CH:19]=1. (4) Given the reactants CS(C)=O.[H-].[Na+].[I-].[CH3:8][S+](C)C.[CH3:12][O:13][C:14]1[CH:19]=[CH:18][C:17]([C:20](=[O:22])[CH3:21])=[CH:16][CH:15]=1, predict the reaction product. The product is: [CH3:12][O:13][C:14]1[CH:19]=[CH:18][C:17]([C:20]2([CH3:8])[CH2:21][O:22]2)=[CH:16][CH:15]=1. (5) The product is: [NH2:18][C:7]1[C:8]([O:16][CH3:17])=[C:9]([C:11]([CH3:15])([CH3:14])[C:12]#[N:13])[CH:10]=[C:5]([C:1]([CH3:4])([CH3:2])[CH3:3])[CH:6]=1. Given the reactants [C:1]([C:5]1[CH:6]=[C:7]([N+:18]([O-])=O)[C:8]([O:16][CH3:17])=[C:9]([C:11]([CH3:15])([CH3:14])[C:12]#[N:13])[CH:10]=1)([CH3:4])([CH3:3])[CH3:2].[Cl-].[NH4+].O, predict the reaction product. (6) Given the reactants [Br:1][C:2]1[CH:7]=[CH:6][C:5]([NH:8][CH:9]2[CH2:15][CH:14]3[N:16]([CH3:17])[CH:11]([CH2:12][CH2:13]3)[CH2:10]2)=[C:4]([CH2:18][CH:19](OC)OC)[CH:3]=1, predict the reaction product. The product is: [Br:1][C:2]1[CH:3]=[C:4]2[C:5](=[CH:6][CH:7]=1)[N:8]([CH:9]1[CH2:15][CH:14]3[N:16]([CH3:17])[CH:11]([CH2:12][CH2:13]3)[CH2:10]1)[CH:19]=[CH:18]2. (7) The product is: [CH2:1]([O:9][C:10]1[CH:11]=[CH:12][C:13]([CH3:16])=[N:14][CH:15]=1)[C:2]1[CH:7]=[CH:6][CH:5]=[CH:4][CH:3]=1. Given the reactants [CH2:1](Br)[C:2]1[CH:7]=[CH:6][CH:5]=[CH:4][CH:3]=1.[OH:9][C:10]1[CH:11]=[CH:12][C:13]([CH3:16])=[N:14][CH:15]=1.C(=O)([O-])[O-].[K+].[K+].O, predict the reaction product.